From a dataset of Full USPTO retrosynthesis dataset with 1.9M reactions from patents (1976-2016). Predict the reactants needed to synthesize the given product. (1) Given the product [Cl:1][C:2]1[CH:8]=[C:7]([C:17]2[CH:16]=[CH:15][CH:14]=[C:13]([O:12][CH3:11])[CH:18]=2)[CH:6]=[C:5]([Cl:10])[C:3]=1[NH2:4], predict the reactants needed to synthesize it. The reactants are: [Cl:1][C:2]1[CH:8]=[C:7](Br)[CH:6]=[C:5]([Cl:10])[C:3]=1[NH2:4].[CH3:11][O:12][C:13]1[CH:14]=[C:15](B(O)O)[CH:16]=[CH:17][CH:18]=1. (2) Given the product [CH3:1][N:2]([CH3:11])[CH2:3][CH2:4][N:5]1[C:9]([S:10][CH2:13][C:14]([OH:16])=[O:15])=[N:8][N:7]=[N:6]1, predict the reactants needed to synthesize it. The reactants are: [CH3:1][N:2]([CH3:11])[CH2:3][CH2:4][N:5]1[C:9]([SH:10])=[N:8][N:7]=[N:6]1.Br[CH2:13][C:14]([OH:16])=[O:15]. (3) Given the product [CH3:1][C:2]1([CH3:43])[N:6]([CH2:7][CH2:8][CH2:9][CH2:10][CH2:11][CH2:12][CH2:13][CH2:14][CH2:15][S:16]([CH2:18][CH2:19][CH2:20][C:21]([F:26])([F:27])[C:22]([F:25])([F:23])[F:24])=[O:17])[C:5](=[O:28])[N:4]([C:29]2[CH:34]=[CH:33][C:32]([N+:35]([O-:37])=[O:36])=[C:31]([CH3:38])[CH:30]=2)[C:3]1=[O:42], predict the reactants needed to synthesize it. The reactants are: [CH3:1][C:2]1([CH3:43])[N:6]([CH2:7][CH2:8][CH2:9][CH2:10][CH2:11][CH2:12][CH2:13][CH2:14][CH2:15][S:16]([CH2:18][CH2:19][CH2:20][C:21]([F:27])([F:26])[C:22]([F:25])([F:24])[F:23])=[O:17])[C:5](=[O:28])[N:4]([C:29]2[CH:34]=[CH:33][C:32]([N+:35]([O-:37])=[O:36])=[C:31]([C:38](F)(F)F)[CH:30]=2)[C:3]1=[O:42].CC1(C)N(CCCCCCCCCSCCCC(F)(F)C(F)(F)F)C(=O)N(C2C=CC([N+]([O-])=O)=C(C)C=2)C1=O. (4) Given the product [NH2:4][C:5]1[CH:6]=[C:7]([O:16][CH3:17])[C:8]([C:13]([OH:15])([CH3:1])[CH3:14])=[C:9]([O:11][CH3:12])[CH:10]=1, predict the reactants needed to synthesize it. The reactants are: [CH3:1][Mg]Br.[NH2:4][C:5]1[CH:10]=[C:9]([O:11][CH3:12])[C:8]([C:13](=[O:15])[CH3:14])=[C:7]([O:16][CH3:17])[CH:6]=1.[Cl-].[NH4+]. (5) The reactants are: Cl[C:2]1[CH:7]=[C:6]([O:8][C:9]2[CH:10]=[CH:11][C:12]([NH:16][C:17]([N:19]3[CH2:23][CH2:22][N:21]([CH:24]4[CH2:29][CH2:28][O:27][CH2:26][CH2:25]4)[C:20]3=[O:30])=[O:18])=[N:13][C:14]=2[CH3:15])[CH:5]=[CH:4][N:3]=1.CC1(C)C(C)(C)OB([C:39]2[CH:40]=[N:41][NH:42][CH:43]=2)O1.C([O-])([O-])=O.[K+].[K+]. Given the product [NH:41]1[CH:40]=[C:39]([C:2]2[CH:7]=[C:6]([O:8][C:9]3[CH:10]=[CH:11][C:12]([NH:16][C:17]([N:19]4[CH2:23][CH2:22][N:21]([CH:24]5[CH2:29][CH2:28][O:27][CH2:26][CH2:25]5)[C:20]4=[O:30])=[O:18])=[N:13][C:14]=3[CH3:15])[CH:5]=[CH:4][N:3]=2)[CH:43]=[N:42]1, predict the reactants needed to synthesize it. (6) Given the product [CH3:1][S:2][C:3]1[C:8]2[CH:9]=[C:10]3[N:14]([C:7]=2[CH:6]=[CH:5][N:4]=1)[CH2:13][CH2:12][CH:11]3[CH:44]([C:43]([O:50][CH3:51])=[O:49])[C:45]([O:47][CH3:48])=[O:46], predict the reactants needed to synthesize it. The reactants are: [CH3:1][S:2][C:3]1[C:8]2[CH:9]=[C:10]3[N:14]([C:7]=2[CH:6]=[CH:5][N:4]=1)[CH2:13][CH2:12][CH:11]3O.C[Si]([N-][Si](C)(C)C)(C)C.[Na+].P(Cl)(OC1C=CC=CC=1)(OC1C=CC=CC=1)=O.[C:43]([O:50][CH3:51])(=[O:49])[CH2:44][C:45]([O:47][CH3:48])=[O:46]. (7) Given the product [CH3:58][N:59]1[CH2:65][CH2:64][CH2:63][N:62]([C:22]([C:21]2[CH:20]=[CH:19][C:18]([C:15]3[CH:16]=[CH:17][C:12]4[N:13]([C:9]([C:6]5[CH:7]=[CH:8][C:3]([C:1]#[N:2])=[CH:4][CH:5]=5)=[CH:10][N:11]=4)[CH:14]=3)=[CH:26][CH:25]=2)=[O:23])[CH2:61][CH2:60]1, predict the reactants needed to synthesize it. The reactants are: [C:1]([C:3]1[CH:8]=[CH:7][C:6]([C:9]2[N:13]3[CH:14]=[C:15]([C:18]4[CH:26]=[CH:25][C:21]([C:22](O)=[O:23])=[CH:20][CH:19]=4)[CH:16]=[CH:17][C:12]3=[N:11][CH:10]=2)=[CH:5][CH:4]=1)#[N:2].CN(C(ON1N=NC2C=CC=NC1=2)=[N+](C)C)C.F[P-](F)(F)(F)(F)F.CN1CCOCC1.[CH3:58][N:59]1[CH2:65][CH2:64][CH2:63][NH:62][CH2:61][CH2:60]1. (8) Given the product [CH3:29][C:30]1[N:31]=[CH:32][N:33]([C:36]2[CH:37]=[C:38]([NH:39][C:9]3[C:8]4[CH2:7][CH2:6][C:5]5[CH:15]=[CH:16][C:2]([F:1])=[CH:3][C:4]=5[C:13]=4[N:12]=[CH:11][N:10]=3)[CH:40]=[CH:41][CH:42]=2)[C:34]=1[CH3:35], predict the reactants needed to synthesize it. The reactants are: [F:1][C:2]1[CH:16]=[CH:15][C:5]2[CH2:6][CH2:7][C:8]3[C:9](O)=[N:10][CH:11]=[N:12][C:13]=3[C:4]=2[CH:3]=1.P(Cl)(Cl)(Cl)=O.C1(C)C=CC=CC=1.[CH3:29][C:30]1[N:31]=[CH:32][N:33]([C:36]2[CH:37]=[C:38]([CH:40]=[CH:41][CH:42]=2)[NH2:39])[C:34]=1[CH3:35]. (9) Given the product [S:33]([C:27]1[CH:26]=[CH:25][C:30]([CH2:31][N:32]2[C:9](=[O:11])[CH2:8][S:7][C:6]2=[S:12])=[CH:29][CH:28]=1)(=[O:34])(=[O:35])[NH2:36], predict the reactants needed to synthesize it. The reactants are: C(CS[C:6](=[S:12])[S:7][CH2:8][C:9]([OH:11])=O)(O)=O.C(N1C=CN=C1)(N1C=CN=C1)=O.[CH:25]1[C:30]([CH2:31][NH2:32])=[CH:29][CH:28]=[C:27]([S:33]([NH2:36])(=[O:35])=[O:34])[CH:26]=1.Cl.C(N(CC)C(C)C)(C)C.Cl.